From a dataset of Catalyst prediction with 721,799 reactions and 888 catalyst types from USPTO. Predict which catalyst facilitates the given reaction. (1) Reactant: [F:1][C@@H:2]1[CH2:6][N:5]([C:7](=[O:34])[CH2:8][NH:9][C:10]23[CH2:17][CH2:16][C:13]([C:18]([NH:20][C:21]4[CH:26]=[CH:25][C:24]([C:27]([O:29]C(C)(C)C)=[O:28])=[CH:23][CH:22]=4)=[O:19])([CH2:14][CH2:15]2)[CH2:12][CH2:11]3)[C@H:4]([C:35]#[N:36])[CH2:3]1.[F:37][C:38]([F:43])([F:42])[C:39]([OH:41])=[O:40]. Product: [F:37][C:38]([F:43])([F:42])[C:39]([OH:41])=[O:40].[F:1][C@@H:2]1[CH2:6][N:5]([C:7](=[O:34])[CH2:8][NH:9][C:10]23[CH2:17][CH2:16][C:13]([C:18]([NH:20][C:21]4[CH:22]=[CH:23][C:24]([C:27]([OH:29])=[O:28])=[CH:25][CH:26]=4)=[O:19])([CH2:14][CH2:15]2)[CH2:12][CH2:11]3)[C@H:4]([C:35]#[N:36])[CH2:3]1. The catalyst class is: 4. (2) Reactant: Cl.S(=O)(=O)(O)O.[NH2:7][C:8]1[CH:9]=[CH:10][C:11]([C:14]#[N:15])=[N:12][CH:13]=1.[NH3:16]. Product: [NH2:7][C:8]1[CH:9]=[CH:10][C:11]([C:14]([NH2:16])=[NH:15])=[N:12][CH:13]=1. The catalyst class is: 8. (3) Reactant: [O:1]1[CH2:6][CH2:5][C:4](C(OC)=O)([C:7]([O:9]C)=[O:8])[CH2:3][CH2:2]1.Cl. Product: [O:1]1[CH2:6][CH2:5][CH:4]([C:7]([OH:9])=[O:8])[CH2:3][CH2:2]1. The catalyst class is: 6. (4) Reactant: [Cl:1][C:2]1[N:10]=[C:9]2[C:5]([N:6]=[C:7]([CH:12]=O)[N:8]2[CH3:11])=[C:4]([N:14]2[CH2:19][CH2:18][O:17][CH2:16][CH2:15]2)[N:3]=1.[O:20]1[CH2:23][CH:22]([CH:24]2[CH2:29][CH2:28][NH:27][CH2:26][CH2:25]2)[CH2:21]1.C(O[BH-](OC(=O)C)OC(=O)C)(=O)C.[Na+]. Product: [Cl:1][C:2]1[N:10]=[C:9]2[C:5]([N:6]=[C:7]([CH2:12][N:27]3[CH2:28][CH2:29][CH:24]([CH:22]4[CH2:23][O:20][CH2:21]4)[CH2:25][CH2:26]3)[N:8]2[CH3:11])=[C:4]([N:14]2[CH2:19][CH2:18][O:17][CH2:16][CH2:15]2)[N:3]=1. The catalyst class is: 1. (5) Reactant: [Br:1][C:2]1[CH:3]=[C:4]2[C:8](=[CH:9][CH:10]=1)[NH:7][C:6](=[O:11])[C:5]2=O.[C:13]([C:16]1[O:17][CH:18]=[CH:19][CH:20]=1)(=O)[CH3:14].[OH-:21].[Na+].O. Product: [Br:1][C:2]1[CH:3]=[C:4]2[C:8](=[CH:9][CH:10]=1)[N:7]=[C:13]([C:16]1[O:17][CH:18]=[CH:19][CH:20]=1)[CH:14]=[C:5]2[C:6]([OH:11])=[O:21]. The catalyst class is: 357. (6) Reactant: [F:1][C:2]1[CH:19]=[CH:18][C:5]([CH2:6][O:7][C:8]2[CH:9]=[C:10]([CH2:14][C:15](O)=[O:16])[CH:11]=[CH:12][CH:13]=2)=[CH:4][CH:3]=1.C(N1C=CN=C1)(N1C=CN=C1)=O.N1C=CN=C1.[H-].[Na+].[NH2:39][C:40]1[S:41][S:42][C:43](=[S:45])[N:44]=1. The catalyst class is: 30. Product: [F:1][C:2]1[CH:19]=[CH:18][C:5]([CH2:6][O:7][C:8]2[CH:9]=[C:10]([CH2:14][C:15]([NH:39][C:40]3[S:41][S:42][C:43](=[S:45])[N:44]=3)=[O:16])[CH:11]=[CH:12][CH:13]=2)=[CH:4][CH:3]=1. (7) Reactant: [NH2:1][C:2]1[CH:7]=[CH:6][C:5]([S:8]([NH:11][C:12]2[S:13][C:14]([CH2:17][CH3:18])=[N:15][N:16]=2)(=[O:10])=[O:9])=[CH:4][CH:3]=1.[C:19](Cl)(=[O:29])[CH2:20][CH2:21][CH2:22][CH2:23][CH2:24][CH2:25][CH2:26][CH2:27][CH3:28].Cl. Product: [CH2:17]([C:14]1[S:13][C:12]([NH:11][S:8]([C:5]2[CH:6]=[CH:7][C:2]([NH:1][C:19](=[O:29])[CH2:20][CH2:21][CH2:22][CH2:23][CH2:24][CH2:25][CH2:26][CH2:27][CH3:28])=[CH:3][CH:4]=2)(=[O:10])=[O:9])=[N:16][N:15]=1)[CH3:18]. The catalyst class is: 17. (8) Reactant: [NH2:1][C:2]1[N:7]=[C:6]([CH3:8])[N:5]=[C:4]([C:9]2[C:10]([NH:24][C:25]3[CH:26]=[CH:27][C:28]4[S:32][CH:31]=[N:30][C:29]=4[CH:33]=3)=[N:11][CH:12]=[C:13]([C@H:15]([N:17]3[CH2:22][CH2:21][NH:20][CH2:19][C@@H:18]3[CH3:23])[CH3:16])[CH:14]=2)[N:3]=1.C(=O)([O-])[O-].[Na+].[Na+].[CH3:40][S:41](Cl)(=[O:43])=[O:42]. Product: [NH2:1][C:2]1[N:7]=[C:6]([CH3:8])[N:5]=[C:4]([C:9]2[C:10]([NH:24][C:25]3[CH:26]=[CH:27][C:28]4[S:32][CH:31]=[N:30][C:29]=4[CH:33]=3)=[N:11][CH:12]=[C:13]([C@H:15]([N:17]3[CH2:22][CH2:21][N:20]([S:41]([CH3:40])(=[O:43])=[O:42])[CH2:19][C@@H:18]3[CH3:23])[CH3:16])[CH:14]=2)[N:3]=1. The catalyst class is: 1. (9) Reactant: [CH3:1][N:2]([S:15]([C:18]1[S:19][CH:20]=[CH:21][CH:22]=1)(=[O:17])=[O:16])[C:3]1[CH:4]=[CH:5][CH:6]=[C:7]2[C:11]=1[NH:10][C:9]([C:12](=[S:14])[NH2:13])=[CH:8]2.Cl[CH2:24][C:25](=O)[CH2:26][C:27]([O:29][CH2:30][CH3:31])=[O:28].CN(C)C(=O)C. Product: [CH3:1][N:2]([S:15]([C:18]1[S:19][CH:20]=[CH:21][CH:22]=1)(=[O:17])=[O:16])[C:3]1[CH:4]=[CH:5][CH:6]=[C:7]2[C:11]=1[NH:10][C:9]([C:12]1[S:14][CH:24]=[C:25]([CH2:26][C:27]([O:29][CH2:30][CH3:31])=[O:28])[N:13]=1)=[CH:8]2. The catalyst class is: 6. (10) Reactant: [CH:1]([N:4]1[CH:9]([CH3:10])[C@@H:8]2[CH2:11][C@H:5]1[CH2:6][NH:7]2)([CH3:3])[CH3:2].CCN(C(C)C)C(C)C.Cl[C:22]1[N:27]2[CH:28]=[CH:29][N:30]=[C:26]2[CH:25]=[C:24]([C:31]2[CH:36]=[CH:35][N:34]=[C:33]([Cl:37])[CH:32]=2)[N:23]=1. Product: [Cl:37][C:33]1[CH:32]=[C:31]([C:24]2[N:23]=[C:22]([N:7]3[CH2:6][C@@H:5]4[CH2:11][C@H:8]3[CH:9]([CH3:10])[N:4]4[CH:1]([CH3:3])[CH3:2])[N:27]3[CH:28]=[CH:29][N:30]=[C:26]3[CH:25]=2)[CH:36]=[CH:35][N:34]=1. The catalyst class is: 2.